Dataset: Full USPTO retrosynthesis dataset with 1.9M reactions from patents (1976-2016). Task: Predict the reactants needed to synthesize the given product. (1) Given the product [OH:3][CH2:4][CH2:5][O:6][NH:7][C:8]([C:10]1[C:11]([NH:19][C:20]2[CH:25]=[CH:24][C:23]([I:26])=[CH:22][C:21]=2[F:27])=[C:12]2[C:16](=[CH:17][CH:18]=1)[NH:15][N:14]=[CH:13]2)=[O:9], predict the reactants needed to synthesize it. The reactants are: C([O:3][CH2:4][CH2:5][O:6][NH:7][C:8]([C:10]1[C:11]([NH:19][C:20]2[CH:25]=[CH:24][C:23]([I:26])=[CH:22][C:21]=2[F:27])=[C:12]2[C:16](=[CH:17][CH:18]=1)[NH:15][N:14]=[CH:13]2)=[O:9])=C.Cl. (2) Given the product [Br:1][C:2]1[CH:7]=[CH:6][C:5]2[N:8]([C:9]([CH3:17])([CH3:18])[CH2:10][N:11]3[CH2:16][CH2:15][O:14][CH2:13][CH2:12]3)[C:28](=[O:30])[NH:19][C:4]=2[CH:3]=1, predict the reactants needed to synthesize it. The reactants are: [Br:1][C:2]1[CH:3]=[C:4]([NH2:19])[C:5]([NH:8][C:9]([CH3:18])([CH3:17])[CH2:10][N:11]2[CH2:16][CH2:15][O:14][CH2:13][CH2:12]2)=[CH:6][CH:7]=1.C(N(CC)CC)C.Cl[C:28](Cl)([O:30]C(=O)OC(Cl)(Cl)Cl)Cl. (3) Given the product [F:38][C:39]([F:44])([F:43])[C:40]([OH:42])=[O:41].[NH:19]1[CH2:20][CH2:21][CH2:22][CH:18]1[C:14]1[CH:13]=[CH:12][CH:11]=[C:10]2[C:15]=1[CH:16]=[CH:17][C:8]([S:5]([O:4][C:3]1[C:30]([F:37])=[C:31]([F:36])[C:32]([F:35])=[C:33]([F:34])[C:2]=1[F:1])(=[O:7])=[O:6])=[CH:9]2, predict the reactants needed to synthesize it. The reactants are: [F:1][C:2]1[C:33]([F:34])=[C:32]([F:35])[C:31]([F:36])=[C:30]([F:37])[C:3]=1[O:4][S:5]([C:8]1[CH:9]=[C:10]2[C:15](=[CH:16][CH:17]=1)[C:14]([CH:18]1[CH2:22][CH2:21][CH2:20][N:19]1C(OC(C)(C)C)=O)=[CH:13][CH:12]=[CH:11]2)(=[O:7])=[O:6].[F:38][C:39]([F:44])([F:43])[C:40]([OH:42])=[O:41]. (4) Given the product [O:2]=[CH:3][CH2:4][NH:5][C:6]([C:8]1[CH:28]=[CH:27][C:11]2[N:12]([CH3:26])[C:13]([NH:15][C:16]3[S:17][C:18]4[CH:24]=[C:23]([Cl:25])[CH:22]=[CH:21][C:19]=4[N:20]=3)=[N:14][C:10]=2[CH:9]=1)=[O:7], predict the reactants needed to synthesize it. The reactants are: C[O:2][CH:3](OC)[CH2:4][NH:5][C:6]([C:8]1[CH:28]=[CH:27][C:11]2[N:12]([CH3:26])[C:13]([NH:15][C:16]3[S:17][C:18]4[CH:24]=[C:23]([Cl:25])[CH:22]=[CH:21][C:19]=4[N:20]=3)=[N:14][C:10]=2[CH:9]=1)=[O:7]. (5) The reactants are: [F:1][C:2]([F:41])([F:40])[C:3]1[CH:4]=[C:5]([CH:33]=[C:34]([C:36]([F:39])([F:38])[F:37])[CH:35]=1)[C:6]([N:8]1[CH2:13][CH2:12][CH:11]([N:14]2[CH2:19][CH2:18][N:17]([C:20](=O)C(F)(F)F)[CH2:16][CH2:15]2)[CH:10]([C:26]2[CH:31]=[CH:30][C:29]([CH3:32])=[CH:28][CH:27]=2)[CH2:9]1)=[O:7].CI. Given the product [F:40][C:2]([F:1])([F:41])[C:3]1[CH:4]=[C:5]([C:6]([N:8]2[CH2:13][CH2:12][CH:11]([N:14]3[CH2:15][CH2:16][N:17]([CH3:20])[CH2:18][CH2:19]3)[CH:10]([C:26]3[CH:27]=[CH:28][C:29]([CH3:32])=[CH:30][CH:31]=3)[CH2:9]2)=[O:7])[CH:33]=[C:34]([C:36]([F:37])([F:38])[F:39])[CH:35]=1, predict the reactants needed to synthesize it. (6) The reactants are: [N:1]1[CH:6]=[CH:5][CH:4]=[CH:3][C:2]=1[CH:7]=O.[OH2:9].Cl.[NH2:11]O.[OH-].[Na+]. Given the product [N:1]1[CH:6]=[CH:5][CH:4]=[CH:3][C:2]=1[CH:7]=[N:11][OH:9], predict the reactants needed to synthesize it.